This data is from NCI-60 drug combinations with 297,098 pairs across 59 cell lines. The task is: Regression. Given two drug SMILES strings and cell line genomic features, predict the synergy score measuring deviation from expected non-interaction effect. (1) Drug 1: CCCS(=O)(=O)NC1=C(C(=C(C=C1)F)C(=O)C2=CNC3=C2C=C(C=N3)C4=CC=C(C=C4)Cl)F. Drug 2: CC1=C(C(=CC=C1)Cl)NC(=O)C2=CN=C(S2)NC3=CC(=NC(=N3)C)N4CCN(CC4)CCO. Cell line: SNB-19. Synergy scores: CSS=10.9, Synergy_ZIP=1.70, Synergy_Bliss=7.62, Synergy_Loewe=-1.42, Synergy_HSA=4.76. (2) Drug 1: CC1=C(C(CCC1)(C)C)C=CC(=CC=CC(=CC(=O)O)C)C. Drug 2: C(CCl)NC(=O)N(CCCl)N=O. Cell line: UACC62. Synergy scores: CSS=23.5, Synergy_ZIP=-7.32, Synergy_Bliss=0.963, Synergy_Loewe=3.09, Synergy_HSA=3.76. (3) Drug 1: C1C(C(OC1N2C=NC3=C(N=C(N=C32)Cl)N)CO)O. Drug 2: CCCCC(=O)OCC(=O)C1(CC(C2=C(C1)C(=C3C(=C2O)C(=O)C4=C(C3=O)C=CC=C4OC)O)OC5CC(C(C(O5)C)O)NC(=O)C(F)(F)F)O. Cell line: SR. Synergy scores: CSS=85.6, Synergy_ZIP=-1.68, Synergy_Bliss=-2.16, Synergy_Loewe=-0.972, Synergy_HSA=1.46. (4) Drug 1: C1C(C(OC1N2C=NC3=C(N=C(N=C32)Cl)N)CO)O. Drug 2: CC1CCC2CC(C(=CC=CC=CC(CC(C(=O)C(C(C(=CC(C(=O)CC(OC(=O)C3CCCCN3C(=O)C(=O)C1(O2)O)C(C)CC4CCC(C(C4)OC)O)C)C)O)OC)C)C)C)OC. Cell line: ACHN. Synergy scores: CSS=27.6, Synergy_ZIP=0.0946, Synergy_Bliss=1.74, Synergy_Loewe=-0.621, Synergy_HSA=0.469. (5) Drug 1: C1CCN(CC1)CCOC2=CC=C(C=C2)C(=O)C3=C(SC4=C3C=CC(=C4)O)C5=CC=C(C=C5)O. Drug 2: CN1C2=C(C=C(C=C2)N(CCCl)CCCl)N=C1CCCC(=O)O.Cl. Cell line: NCI-H322M. Synergy scores: CSS=-2.02, Synergy_ZIP=0.635, Synergy_Bliss=-1.54, Synergy_Loewe=-3.98, Synergy_HSA=-3.83. (6) Drug 1: CN(C)C1=NC(=NC(=N1)N(C)C)N(C)C. Drug 2: CC12CCC3C(C1CCC2OP(=O)(O)O)CCC4=C3C=CC(=C4)OC(=O)N(CCCl)CCCl.[Na+]. Cell line: SK-MEL-5. Synergy scores: CSS=-11.7, Synergy_ZIP=-0.578, Synergy_Bliss=-11.8, Synergy_Loewe=-21.0, Synergy_HSA=-17.2. (7) Drug 1: CC(C1=C(C=CC(=C1Cl)F)Cl)OC2=C(N=CC(=C2)C3=CN(N=C3)C4CCNCC4)N. Drug 2: CC1=CC=C(C=C1)C2=CC(=NN2C3=CC=C(C=C3)S(=O)(=O)N)C(F)(F)F. Cell line: SR. Synergy scores: CSS=63.9, Synergy_ZIP=9.33, Synergy_Bliss=7.93, Synergy_Loewe=-5.93, Synergy_HSA=6.56. (8) Drug 1: C1=CC=C(C(=C1)C(C2=CC=C(C=C2)Cl)C(Cl)Cl)Cl. Drug 2: CC1=C(C=C(C=C1)C(=O)NC2=CC(=CC(=C2)C(F)(F)F)N3C=C(N=C3)C)NC4=NC=CC(=N4)C5=CN=CC=C5. Cell line: DU-145. Synergy scores: CSS=2.42, Synergy_ZIP=-2.99, Synergy_Bliss=-4.28, Synergy_Loewe=-4.89, Synergy_HSA=-5.57.